From a dataset of Forward reaction prediction with 1.9M reactions from USPTO patents (1976-2016). Predict the product of the given reaction. (1) Given the reactants [NH:1]1[CH2:6][CH2:5][CH:4]([C:7]2[CH:12]=[CH:11][C:10]([C:13]3[N:18]=[C:17]([OH:19])[N:16]4[CH:20]=[CH:21][N:22]=[C:15]4[CH:14]=3)=[CH:9][CH:8]=2)[CH2:3][CH2:2]1.C=O.[C:25](O[BH-](OC(=O)C)OC(=O)C)(=O)C.[Na+].C(=O)(O)[O-].[Na+], predict the reaction product. The product is: [CH3:25][N:1]1[CH2:2][CH2:3][CH:4]([C:7]2[CH:8]=[CH:9][C:10]([C:13]3[N:18]=[C:17]([OH:19])[N:16]4[CH:20]=[CH:21][N:22]=[C:15]4[CH:14]=3)=[CH:11][CH:12]=2)[CH2:5][CH2:6]1. (2) Given the reactants [CH3:1][S:2]([O:5][C:6]1[CH:11]=[CH:10][CH:9]=[CH:8][C:7]=1[CH:12]=[CH2:13])(=[O:4])=[O:3].C(=O)([O-])O.[Na+].[Cl:19][CH2:20][C:21](=[O:26])[C:22](Cl)=[N:23][OH:24], predict the reaction product. The product is: [CH3:1][S:2]([O:5][C:6]1[CH:11]=[CH:10][CH:9]=[CH:8][C:7]=1[CH:12]1[O:24][N:23]=[C:22]([C:21](=[O:26])[CH2:20][Cl:19])[CH2:13]1)(=[O:4])=[O:3]. (3) Given the reactants [CH:1](B1OC(C)(C)C(C)(C)O1)=[CH2:2].[NH2:12][C:13]1[C:18](I)=[C:17]([O:20][CH2:21][C:22]([O:24][CH3:25])=[O:23])[N:16]=[C:15]([S:26][CH3:27])[N:14]=1.[F-].[Cs+], predict the reaction product. The product is: [NH2:12][C:13]1[C:18]([CH:1]=[CH2:2])=[C:17]([O:20][CH2:21][C:22]([O:24][CH3:25])=[O:23])[N:16]=[C:15]([S:26][CH3:27])[N:14]=1. (4) Given the reactants [F:1][C:2]1[CH:8]=[CH:7][C:6]([O:9][CH2:10][C:11]2[C:16]([O:17]COC)=[CH:15][CH:14]=[C:13]([F:21])[C:12]=2[F:22])=[CH:5][C:3]=1[NH2:4].Cl, predict the reaction product. The product is: [NH2:4][C:3]1[CH:5]=[C:6]([O:9][CH2:10][C:11]2[C:12]([F:22])=[C:13]([F:21])[CH:14]=[CH:15][C:16]=2[OH:17])[CH:7]=[CH:8][C:2]=1[F:1]. (5) Given the reactants [NH2:1][CH2:2][C@H:3]([C:5]1[CH:10]=[CH:9][CH:8]=[CH:7][CH:6]=1)[OH:4].[CH:11](=O)[CH3:12].[BH4-].[Na+], predict the reaction product. The product is: [CH2:11]([NH:1][CH2:2][C@H:3]([C:5]1[CH:10]=[CH:9][CH:8]=[CH:7][CH:6]=1)[OH:4])[CH3:12].